From a dataset of Full USPTO retrosynthesis dataset with 1.9M reactions from patents (1976-2016). Predict the reactants needed to synthesize the given product. (1) Given the product [C:1]1([C:15]2[CH:16]=[CH:17][CH:18]=[CH:19][CH:20]=2)[CH:6]=[CH:5][C:4]([O:7][C@H:8]2[CH2:13][CH2:12][CH2:11][C@@H:10]([O:14][C:24](=[O:25])[C@@:23]([O:22][CH3:21])([C:31]3[CH:32]=[CH:33][CH:34]=[CH:35][CH:36]=3)[C:27]([F:29])([F:30])[F:28])[CH2:9]2)=[CH:3][CH:2]=1, predict the reactants needed to synthesize it. The reactants are: [C:1]1([C:15]2[CH:20]=[CH:19][CH:18]=[CH:17][CH:16]=2)[CH:6]=[CH:5][C:4]([O:7][C@H:8]2[CH2:13][CH2:12][CH2:11][C@@H:10]([OH:14])[CH2:9]2)=[CH:3][CH:2]=1.[CH3:21][O:22][C@:23]([C:31]1[CH:36]=[CH:35][CH:34]=[CH:33][CH:32]=1)([C:27]([F:30])([F:29])[F:28])[C:24](O)=[O:25].CCN=C=NCCCN(C)C.Cl. (2) The reactants are: [C:1]([C:5]1[CH:9]=[C:8]([NH:10][C:11](=[O:19])OC2C=CC=CC=2)[N:7]([C:20]2[CH:25]=[CH:24][C:23]([O:26][CH3:27])=[CH:22][CH:21]=2)[N:6]=1)([CH3:4])([CH3:3])[CH3:2].[Cl:28][C:29]1[N:34]=[C:33]([O:35][C:36]2[C:45]3[C:40](=[CH:41][CH:42]=[CH:43][CH:44]=3)[C:39]([NH2:46])=[CH:38][CH:37]=2)[CH:32]=[CH:31][N:30]=1.CCN(CC)CC. Given the product [C:1]([C:5]1[CH:9]=[C:8]([NH:10][C:11]([NH:46][C:39]2[C:40]3[C:45](=[CH:44][CH:43]=[CH:42][CH:41]=3)[C:36]([O:35][C:33]3[CH:32]=[CH:31][N:30]=[C:29]([Cl:28])[N:34]=3)=[CH:37][CH:38]=2)=[O:19])[N:7]([C:20]2[CH:21]=[CH:22][C:23]([O:26][CH3:27])=[CH:24][CH:25]=2)[N:6]=1)([CH3:2])([CH3:3])[CH3:4], predict the reactants needed to synthesize it.